This data is from Full USPTO retrosynthesis dataset with 1.9M reactions from patents (1976-2016). The task is: Predict the reactants needed to synthesize the given product. (1) Given the product [Cl:8][C:9]1[CH:10]=[CH:11][C:12]([C:15]2[CH:19]=[C:18]([C:20]([F:21])([F:22])[F:23])[NH:17][C:16]=2[C:24]([N:2]([CH3:1])[CH2:3][C:4]([CH3:7])([CH3:6])[CH3:5])=[O:26])=[CH:13][CH:14]=1, predict the reactants needed to synthesize it. The reactants are: [CH3:1][NH:2][CH2:3][C:4]([CH3:7])([CH3:6])[CH3:5].[Cl:8][C:9]1[CH:14]=[CH:13][C:12]([C:15]2[CH:19]=[C:18]([C:20]([F:23])([F:22])[F:21])[NH:17][C:16]=2[C:24]([OH:26])=O)=[CH:11][CH:10]=1.CCN(C(C)C)C(C)C. (2) The reactants are: C[O:2][C:3](=O)[CH2:4][CH2:5][C@H:6]1[CH2:10][CH2:9][C@@H:8]([C:11]2[CH:16]=[CH:15][C:14]([F:17])=[CH:13][CH:12]=2)[N:7]1[S:18]([C:21]1[CH:26]=[CH:25][C:24]([CH3:27])=[CH:23][CH:22]=1)(=[O:20])=[O:19]. Given the product [F:17][C:14]1[CH:13]=[CH:12][C:11]([C@@H:8]2[N:7]([S:18]([C:21]3[CH:22]=[CH:23][C:24]([CH3:27])=[CH:25][CH:26]=3)(=[O:20])=[O:19])[C@@H:6]([CH2:5][CH2:4][CH2:3][OH:2])[CH2:10][CH2:9]2)=[CH:16][CH:15]=1, predict the reactants needed to synthesize it.